From a dataset of Catalyst prediction with 721,799 reactions and 888 catalyst types from USPTO. Predict which catalyst facilitates the given reaction. (1) Reactant: [CH3:1][C:2]1[CH:3]=[C:4]([CH:14]=[C:15]([CH3:17])[CH:16]=1)[O:5][C:6]1[CH:13]=[CH:12][C:9]([C:10]#[N:11])=[CH:8][CH:7]=1.C1COCC1.[H-].[Al+3].[Li+].[H-].[H-].[H-].C(OCC)(=O)C. Product: [CH3:1][C:2]1[CH:3]=[C:4]([CH:14]=[C:15]([CH3:17])[CH:16]=1)[O:5][C:6]1[CH:13]=[CH:12][C:9]([CH2:10][NH2:11])=[CH:8][CH:7]=1. The catalyst class is: 6. (2) Reactant: [CH:1]1([C:4]([N:6]([CH2:9][C:10]2[CH:15]=[C:14]([C:16]([F:19])([F:18])[F:17])[CH:13]=[CH:12][C:11]=2[C:20]2[C:25]([O:26][CH3:27])=[CH:24][CH:23]=[C:22]([CH:28]([CH3:32])[C:29](O)=[O:30])[CH:21]=2)[CH2:7][CH3:8])=[O:5])[CH2:3][CH2:2]1.C(N(CC)CC)C.C(Cl)(=O)C([Cl:43])=O.CN(C=O)C. Product: [CH:1]1([C:4]([N:6]([CH2:9][C:10]2[CH:15]=[C:14]([C:16]([F:19])([F:18])[F:17])[CH:13]=[CH:12][C:11]=2[C:20]2[C:25]([O:26][CH3:27])=[CH:24][CH:23]=[C:22]([CH:28]([CH3:32])[C:29]([Cl:43])=[O:30])[CH:21]=2)[CH2:7][CH3:8])=[O:5])[CH2:3][CH2:2]1. The catalyst class is: 2. (3) Reactant: [Cl:1][C:2]1[C:7]([S:8](Cl)(=[O:10])=[O:9])=[CH:6][CH:5]=[CH:4][N:3]=1.[CH3:12][O:13][C:14]1[N:19]=[C:18]([NH2:20])[CH:17]=[CH:16][C:15]=1[CH3:21].N1C=CC=CC=1. Product: [Cl:1][C:2]1[C:7]([S:8]([NH:20][C:18]2[CH:17]=[CH:16][C:15]([CH3:21])=[C:14]([O:13][CH3:12])[N:19]=2)(=[O:10])=[O:9])=[CH:6][CH:5]=[CH:4][N:3]=1. The catalyst class is: 12. (4) Reactant: [F:1][C:2]1[C:10]([CH3:11])=[CH:9][CH:8]=[CH:7][C:3]=1[C:4](O)=[O:5].CCN(C(C)C)C(C)C.CN([C:24]([O:28][N:29]1N=NC2C=CC=N[C:30]1=2)=[N+](C)C)C.F[P-](F)(F)(F)(F)F.Cl.CNOC. Product: [F:1][C:2]1[C:10]([CH3:11])=[CH:9][CH:8]=[CH:7][C:3]=1[C:4]([N:29]([O:28][CH3:24])[CH3:30])=[O:5]. The catalyst class is: 3. (5) Reactant: Br[C:2]1[CH:3]=[CH:4][C:5]2[N:13]([CH2:14][CH2:15][CH3:16])[CH2:12][CH2:11][CH2:10][CH2:9][C:8]([C:17]([O:19][CH3:20])=[O:18])=[CH:7][C:6]=2[CH:21]=1.[CH2:22]([O:26][CH2:27][CH2:28][O:29][C:30]1[CH:35]=[CH:34][C:33](OB(O)O)=[CH:32][CH:31]=1)[CH2:23][CH2:24][CH3:25].C(=O)([O-])[O-].[K+].[K+]. Product: [CH2:22]([O:26][CH2:27][CH2:28][O:29][C:30]1[CH:31]=[CH:32][C:33]([C:2]2[CH:3]=[CH:4][C:5]3[N:13]([CH2:14][CH2:15][CH3:16])[CH2:12][CH2:11][CH2:10][CH2:9][C:8]([C:17]([O:19][CH3:20])=[O:18])=[CH:7][C:6]=3[CH:21]=2)=[CH:34][CH:35]=1)[CH2:23][CH2:24][CH3:25]. The catalyst class is: 460. (6) Reactant: [CH3:1][C:2]([CH2:15][CH2:16][CH2:17][CH:18]([CH3:30])[CH2:19][CH2:20][CH2:21][CH:22]([CH3:29])[CH2:23][CH2:24][CH2:25][CH:26]([CH3:28])[CH3:27])=[CH:3][CH2:4][CH2:5][CH2:6][O:7][CH2:8][C@@H:9]([C@@H:11]([CH2:13][OH:14])[OH:12])[OH:10]. Product: [CH3:1][C:2]([CH2:15][CH2:16][CH2:17][CH:18]([CH3:30])[CH2:19][CH2:20][CH2:21][CH:22]([CH3:29])[CH2:23][CH2:24][CH2:25][CH:26]([CH3:28])[CH3:27])=[CH:3][CH2:4][CH2:5][CH2:6][O:7][CH2:8][C@@H:9]([C@@H:11]([CH2:13][OH:14])[OH:12])[OH:10].[OH2:7]. The catalyst class is: 6.